From a dataset of Experimentally validated miRNA-target interactions with 360,000+ pairs, plus equal number of negative samples. Binary Classification. Given a miRNA mature sequence and a target amino acid sequence, predict their likelihood of interaction. The miRNA is hsa-miR-4776-5p with sequence GUGGACCAGGAUGGCAAGGGCU. The protein sequence of the target gene is MEMGSNSGPGHGPGQAESGGSSTESSSFSGGLMFGQKIYFEDGGGGSGSSSSGGRSNRRVRGGGSGQSGQIPRCQVEGCGMDLTNAKGYYSRHRVCGVHSKTPKVTVAGIEQRFCQQCSRFHQLPEFDLEKRSCRRRLAGHNERRRKPQPASLSVLASRYGRIAPSLYENGDAGMNGSFLGNQEIGWPSSRTLDTRVMRRPVSSPSWQINPMNVFSQGSVGGGGTSFSSPEIMDTKLESYKGIGDSNCALSLLSNPHQPHDNNNNNNNNNNNNNNTWRASSGFGPMTVTMAQPPPAPSQH.... Result: 0 (no interaction).